This data is from Catalyst prediction with 721,799 reactions and 888 catalyst types from USPTO. The task is: Predict which catalyst facilitates the given reaction. (1) Reactant: [Si]([O:18][CH2:19][C:20]1[CH:21]=[C:22]([OH:30])[CH:23]=[C:24]([CH2:26][O:27][CH2:28][CH3:29])[CH:25]=1)(C(C)(C)C)(C1C=CC=CC=1)C1C=CC=CC=1.[H-].[Na+].Cl[C:34]1[C:39]([Cl:40])=[CH:38][C:37]([C:41]([F:44])([F:43])[F:42])=[CH:36][N:35]=1.[F-].C([N+](CCCC)(CCCC)CCCC)CCC.C(=O)([O-])O.[Na+]. Product: [Cl:40][C:39]1[C:34]([O:30][C:22]2[CH:21]=[C:20]([CH2:19][OH:18])[CH:25]=[C:24]([CH2:26][O:27][CH2:28][CH3:29])[CH:23]=2)=[N:35][CH:36]=[C:37]([C:41]([F:43])([F:42])[F:44])[CH:38]=1. The catalyst class is: 782. (2) Reactant: [C:1]([NH:24][C@@H:25]([CH3:30])[C:26]([O:28]C)=[O:27])(=[O:23])[CH2:2][CH2:3]/[CH:4]=[CH:5]\[CH2:6]/[CH:7]=[CH:8]\[CH2:9]/[CH:10]=[CH:11]\[CH2:12]/[CH:13]=[CH:14]\[CH2:15]/[CH:16]=[CH:17]\[CH2:18]/[CH:19]=[CH:20]\[CH2:21][CH3:22].[OH-].[Na+]. Product: [C:1]([NH:24][C@@H:25]([CH3:30])[C:26]([OH:28])=[O:27])(=[O:23])[CH2:2][CH2:3]/[CH:4]=[CH:5]\[CH2:6]/[CH:7]=[CH:8]\[CH2:9]/[CH:10]=[CH:11]\[CH2:12]/[CH:13]=[CH:14]\[CH2:15]/[CH:16]=[CH:17]\[CH2:18]/[CH:19]=[CH:20]\[CH2:21][CH3:22]. The catalyst class is: 20.